This data is from Forward reaction prediction with 1.9M reactions from USPTO patents (1976-2016). The task is: Predict the product of the given reaction. (1) Given the reactants [CH3:1][C:2]1([CH3:23])[C:6]([CH3:8])([CH3:7])[O:5][B:4]([C:9]2[CH:10]=[C:11]3[C:15](=[CH:16][CH:17]=2)[NH:14][N:13]=[C:12]3[C:18]([O:20][CH2:21][CH3:22])=[O:19])[O:3]1.[H-].[Na+].Cl[CH2:27][O:28][CH2:29][CH2:30][Si:31]([CH3:34])([CH3:33])[CH3:32], predict the reaction product. The product is: [CH2:21]([O:20][C:18]([C:12]1[C:11]2[C:15](=[CH:16][CH:17]=[C:9]([B:4]3[O:5][C:6]([CH3:7])([CH3:8])[C:2]([CH3:23])([CH3:1])[O:3]3)[CH:10]=2)[N:14]([CH2:27][O:28][CH2:29][CH2:30][Si:31]([CH3:34])([CH3:33])[CH3:32])[N:13]=1)=[O:19])[CH3:22]. (2) Given the reactants [Cl:1][C:2]1[CH:7]=[C:6]([Cl:8])[CH:5]=[CH:4][C:3]=1[S:9]([NH:12][CH2:13][CH2:14][CH2:15][CH2:16][NH:17][CH2:18][CH2:19][O:20][CH2:21][C:22]1[CH:27]=[CH:26][CH:25]=[CH:24][CH:23]=1)(=[O:11])=[O:10].[N:28]([CH:31]1[CH2:36][CH2:35][CH2:34][CH2:33][CH2:32]1)=[C:29]=[O:30], predict the reaction product. The product is: [Cl:1][C:2]1[CH:7]=[C:6]([Cl:8])[CH:5]=[CH:4][C:3]=1[S:9]([NH:12][CH2:13][CH2:14][CH2:15][CH2:16][N:17]([C:29]([NH:28][CH:31]1[CH2:36][CH2:35][CH2:34][CH2:33][CH2:32]1)=[O:30])[CH2:18][CH2:19][O:20][CH2:21][C:22]1[CH:23]=[CH:24][CH:25]=[CH:26][CH:27]=1)(=[O:11])=[O:10]. (3) Given the reactants [CH2:1]([O:8][C:9]1[CH:14]=[CH:13][C:12](Br)=[CH:11][C:10]=1[N:16]1[S:20](=[O:22])(=[O:21])[NH:19][C:18](=[O:23])[CH2:17]1)[C:2]1[CH:7]=[CH:6][CH:5]=[CH:4][CH:3]=1.C(=O)([O-])[O-].[Na+].[Na+].[C:30]([C:32]1[CH:37]=[CH:36][C:35]([F:38])=[CH:34][CH:33]=1)#[CH:31].Cl, predict the reaction product. The product is: [CH2:1]([O:8][C:9]1[CH:14]=[CH:13][C:12]([C:31]#[C:30][C:32]2[CH:37]=[CH:36][C:35]([F:38])=[CH:34][CH:33]=2)=[CH:11][C:10]=1[N:16]1[S:20](=[O:22])(=[O:21])[NH:19][C:18](=[O:23])[CH2:17]1)[C:2]1[CH:7]=[CH:6][CH:5]=[CH:4][CH:3]=1.